Predict the reactants needed to synthesize the given product. From a dataset of Full USPTO retrosynthesis dataset with 1.9M reactions from patents (1976-2016). (1) Given the product [ClH:24].[ClH:24].[ClH:24].[N:17]1([CH:14]2[CH2:15][CH2:16][N:11]([CH2:10][CH2:9][CH2:8][NH2:7])[CH2:12][CH2:13]2)[CH2:22][CH2:21][CH2:20][CH2:19][CH2:18]1, predict the reactants needed to synthesize it. The reactants are: C(OC(=O)[NH:7][CH2:8][CH2:9][CH2:10][N:11]1[CH2:16][CH2:15][CH:14]([N:17]2[CH2:22][CH2:21][CH2:20][CH2:19][CH2:18]2)[CH2:13][CH2:12]1)(C)(C)C.[ClH:24]. (2) Given the product [Cl:1][C:2]1[CH:7]=[C:6]([F:8])[CH:5]=[CH:4][C:3]=1[CH:9]1[CH2:14][CH:13]([NH:15][C:16](=[O:23])[C:17]2[CH:22]=[CH:21][CH:20]=[CH:19][N:18]=2)[C:12](=[O:24])[CH2:11][CH2:10]1, predict the reactants needed to synthesize it. The reactants are: [Cl:1][C:2]1[CH:7]=[C:6]([F:8])[CH:5]=[CH:4][C:3]=1[CH:9]1[CH2:14][CH:13]([NH:15][C:16](=[O:23])[C:17]2[CH:22]=[CH:21][CH:20]=[CH:19][N:18]=2)[CH:12]([OH:24])[CH2:11][CH2:10]1.CC(OI1(OC(C)=O)(OC(C)=O)OC(=O)C2C=CC=CC1=2)=O. (3) The reactants are: [NH2:1][C:2]1[CH:7]=[N:6][CH:5]=[CH:4][N:3]=1.Br[CH2:9][CH:10](OC)OC. Given the product [N:1]1[CH:9]=[CH:10][N:3]2[CH:4]=[CH:5][N:6]=[CH:7][C:2]=12, predict the reactants needed to synthesize it. (4) Given the product [CH3:1][C:2]1[N:3]=[CH:4][N:5]([C:7]2[CH:12]=[CH:11][C:10]([NH2:13])=[CH:9][CH:8]=2)[CH:6]=1, predict the reactants needed to synthesize it. The reactants are: [CH3:1][C:2]1[N:3]=[CH:4][N:5]([C:7]2[CH:12]=[CH:11][C:10]([N+:13]([O-])=O)=[CH:9][CH:8]=2)[CH:6]=1.O.O.Cl[Sn]Cl.[OH-].[K+]. (5) Given the product [CH:15]([C:13]1[CH:12]=[CH:11][CH:10]=[C:9]([Br:8])[N:14]=1)([C:23]1[CH:28]=[CH:27][CH:26]=[CH:25][CH:24]=1)[C:17]1[CH:18]=[CH:19][CH:20]=[CH:21][CH:22]=1, predict the reactants needed to synthesize it. The reactants are: C([SiH](CC)CC)C.[Br:8][C:9]1[N:14]=[C:13]([C:15]([C:23]2[CH:28]=[CH:27][CH:26]=[CH:25][CH:24]=2)([C:17]2[CH:22]=[CH:21][CH:20]=[CH:19][CH:18]=2)O)[CH:12]=[CH:11][CH:10]=1.FC(F)(F)C(O)=O. (6) Given the product [F:1][C:2]1[CH:3]=[CH:4][C:5]([C:8]2[CH:13]=[CH:31][C:11]([N:14]3[CH2:19][CH2:18][N:17]([S:20]([CH2:23][C@H:24]([CH:28]([CH3:30])[CH3:29])[C:25]([OH:27])=[O:26])(=[O:21])=[O:22])[CH2:16][CH2:15]3)=[N:10][CH:9]=2)=[CH:6][CH:7]=1, predict the reactants needed to synthesize it. The reactants are: [F:1][C:2]1[CH:7]=[CH:6][C:5]([C:8]2[CH:9]=[N:10][C:11]([N:14]3[CH2:19][CH2:18][N:17]([S:20]([CH2:23][C@H:24]([CH:28]([CH3:30])[CH3:29])[C:25]([OH:27])=[O:26])(=[O:22])=[O:21])[CH2:16][CH2:15]3)=N[CH:13]=2)=[CH:4][CH:3]=1.[CH2:31]([C@@H]1COC(=O)N1C(=O)[C@H](CS(N1CCN(C2C=CC(C3C=CC(F)=CC=3)=CN=2)CC1)(=O)=O)C(C)C)C1C=CC=CC=1.